Task: Predict the reactants needed to synthesize the given product.. Dataset: Full USPTO retrosynthesis dataset with 1.9M reactions from patents (1976-2016) Given the product [C:25]([C:2]1[N:3]=[C:4]([NH2:24])[C:5]2[N:6]=[C:7]([NH:20][CH2:21][CH2:22][CH3:23])[N:8]([C:18]=2[N:19]=1)[C@@H:9]1[O:17][C@H:14]([CH2:15][OH:16])[C@@H:12]([OH:13])[C@H:10]1[OH:11])#[C:26][CH2:27][CH2:28][CH2:29][CH3:30], predict the reactants needed to synthesize it. The reactants are: I[C:2]1[N:3]=[C:4]([NH2:24])[C:5]2[N:6]=[C:7]([NH:20][CH2:21][CH2:22][CH3:23])[N:8]([C:18]=2[N:19]=1)[C@@H:9]1[O:17][C@H:14]([CH2:15][OH:16])[C@@H:12]([OH:13])[C@H:10]1[OH:11].[CH:25]#[C:26][CH2:27][CH2:28][CH2:29][CH3:30].